From a dataset of Catalyst prediction with 721,799 reactions and 888 catalyst types from USPTO. Predict which catalyst facilitates the given reaction. (1) Reactant: [Cl:1][C:2]1[CH:7]=[CH:6][C:5]([C:8]2([OH:19])[CH2:13][CH2:12][NH:11][CH2:10][CH:9]2[NH:14][C:15](=[O:18])[CH2:16][CH3:17])=[CH:4][CH:3]=1.N1C(C)=CC=CC=1C.[I-].[K+].Br[CH2:31][CH2:32][CH:33]=[C:34]1[C:40]2[CH:41]=[CH:42][CH:43]=[N:44][C:39]=2[CH2:38][O:37][C:36]2[CH:45]=[CH:46][C:47]([C:49]([OH:52])([CH3:51])[CH3:50])=[CH:48][C:35]1=2. Product: [Cl:1][C:2]1[CH:3]=[CH:4][C:5]([C:8]2([OH:19])[CH2:13][CH2:12][N:11]([CH2:31][CH2:32][CH:33]=[C:34]3[C:40]4[CH:41]=[CH:42][CH:43]=[N:44][C:39]=4[CH2:38][O:37][C:36]4[CH:45]=[CH:46][C:47]([C:49]([OH:52])([CH3:51])[CH3:50])=[CH:48][C:35]3=4)[CH2:10][CH:9]2[NH:14][C:15](=[O:18])[CH2:16][CH3:17])=[CH:6][CH:7]=1.[CH:8]([O-:19])=[O:37]. The catalyst class is: 32. (2) Reactant: [CH:1](=O)[C:2]1[C:3]([O:8][CH3:9])=[CH:4][CH:5]=[CH:6][CH:7]=1.[CH3:11][NH:12][CH2:13][CH2:14][NH:15][CH3:16].[O-]S([O-])(=O)=O.[Mg+2]. Product: [CH3:9][O:8][C:3]1[CH:4]=[CH:5][CH:6]=[CH:7][C:2]=1[CH:1]1[N:15]([CH3:16])[CH2:14][CH2:13][N:12]1[CH3:11]. The catalyst class is: 8.